From a dataset of Reaction yield outcomes from USPTO patents with 853,638 reactions. Predict the reaction yield, written as a fraction of the theoretical maximum amount of product (1.0 means a 100% yield; for example, 0.34 means a 34% yield). (1) The reactants are [Br:1][C:2]1[C:3]([NH2:9])=[N:4][CH:5]=[C:6](Br)[N:7]=1.[C:10]1(B(O)O)[CH:15]=[CH:14][CH:13]=[CH:12][CH:11]=1.C(=O)([O-])[O-].[Cs+].[Cs+]. The catalyst is O1CCOCC1.C(O)C.C(OCC)(=O)C.C1C=CC([P]([Pd]([P](C2C=CC=CC=2)(C2C=CC=CC=2)C2C=CC=CC=2)([P](C2C=CC=CC=2)(C2C=CC=CC=2)C2C=CC=CC=2)[P](C2C=CC=CC=2)(C2C=CC=CC=2)C2C=CC=CC=2)(C2C=CC=CC=2)C2C=CC=CC=2)=CC=1. The product is [NH2:9][C:3]1[C:2]([Br:1])=[N:7][C:6]([C:10]2[CH:15]=[CH:14][CH:13]=[CH:12][CH:11]=2)=[CH:5][N:4]=1. The yield is 0.880. (2) The reactants are [C:1]([C:5]1[CH:10]=[CH:9][C:8]([C:11]2[N:15]([CH3:16])[N:14]=[C:13]([C:17](=O)[CH3:18])[C:12]=2[OH:20])=[CH:7][CH:6]=1)([CH3:4])([CH3:3])[CH3:2].[NH:21]1[C:25]([C:26]2[CH:35]=[CH:34][C:29]([C:30]([NH:32][NH2:33])=[O:31])=[CH:28][CH:27]=2)=[N:24][N:23]=[N:22]1. The catalyst is CN(C)C=O. The product is [C:1]([C:5]1[CH:10]=[CH:9][C:8]([C:11]2[N:15]([CH3:16])[N:14]=[C:13]([C:17](=[N:33][NH:32][C:30](=[O:31])[C:29]3[CH:34]=[CH:35][C:26]([C:25]4[NH:24][N:23]=[N:22][N:21]=4)=[CH:27][CH:28]=3)[CH3:18])[C:12]=2[OH:20])=[CH:7][CH:6]=1)([CH3:4])([CH3:3])[CH3:2]. The yield is 0.130. (3) The reactants are [Br:1][C:2]1[CH:7]=[CH:6][C:5]([Cl:8])=[C:4]([CH2:9][C:10]2[CH:15]=[CH:14][C:13]([O:16]C)=[CH:12][CH:11]=2)[CH:3]=1.B(Br)(Br)Br.O. The catalyst is C(Cl)Cl. The product is [Br:1][C:2]1[CH:7]=[CH:6][C:5]([Cl:8])=[C:4]([CH:3]=1)[CH2:9][C:10]1[CH:15]=[CH:14][C:13]([OH:16])=[CH:12][CH:11]=1. The yield is 0.970. (4) The reactants are [C:1]([NH:18][C@H:19]([C:28](O)=[O:29])[CH2:20][C:21]1[CH:26]=[CH:25][C:24]([OH:27])=[CH:23][CH:22]=1)([O:3][CH2:4][CH:5]1[C:17]2[C:12](=[CH:13][CH:14]=[CH:15][CH:16]=2)[C:11]2[C:6]1=[CH:7][CH:8]=[CH:9][CH:10]=2)=[O:2].[NH2:31][CH2:32][C:33]([O:35][C:36]([CH3:39])([CH3:38])[CH3:37])=[O:34].ON1C2N=CC=CC=2N=N1.CN1CCOCC1.C(Cl)CCl. The catalyst is C(Cl)Cl. The product is [CH:16]1[C:17]2[CH:5]([CH2:4][O:3][C:1]([NH:18][C@@H:19]([CH2:20][C:21]3[CH:26]=[CH:25][C:24]([OH:27])=[CH:23][CH:22]=3)[C:28]([NH:31][CH2:32][C:33]([O:35][C:36]([CH3:39])([CH3:38])[CH3:37])=[O:34])=[O:29])=[O:2])[C:6]3[C:11](=[CH:10][CH:9]=[CH:8][CH:7]=3)[C:12]=2[CH:13]=[CH:14][CH:15]=1. The yield is 1.00. (5) The reactants are [CH3:1][C:2]1[C:8]([Cl:9])=[CH:7][CH:6]=[CH:5][C:3]=1[NH2:4].C([O-])(=O)C.[K+].C(OC(=O)C)(=O)C.[N:22](OCCC(C)C)=O.[Li+].[OH-]. The catalyst is O.C1COCC1.C(Cl)(Cl)Cl. The product is [Cl:9][C:8]1[CH:7]=[CH:6][CH:5]=[C:3]2[C:2]=1[CH:1]=[N:22][NH:4]2. The yield is 1.00. (6) The reactants are C([O:8][C:9]1[CH:14]=[CH:13][N:12]([CH2:15][CH:16]2[CH2:18][CH2:17]2)[C:11](=[O:19])[CH:10]=1)C1C=CC=CC=1. The catalyst is [Pd].C(O)C. The product is [CH:16]1([CH2:15][N:12]2[CH:13]=[CH:14][C:9]([OH:8])=[CH:10][C:11]2=[O:19])[CH2:17][CH2:18]1. The yield is 1.00.